Dataset: Full USPTO retrosynthesis dataset with 1.9M reactions from patents (1976-2016). Task: Predict the reactants needed to synthesize the given product. (1) Given the product [CH2:21]=[C:22]1[CH2:25][N:10]([C:3]2[C:4]([Cl:9])=[CH:5][C:6]([Cl:8])=[CH:7][C:2]=2[Cl:1])[S:11](=[O:13])(=[O:12])[N:14]([CH2:15][C:16]([O:18][CH2:19][CH3:20])=[O:17])[CH2:23]1, predict the reactants needed to synthesize it. The reactants are: [Cl:1][C:2]1[CH:7]=[C:6]([Cl:8])[CH:5]=[C:4]([Cl:9])[C:3]=1[NH:10][S:11]([NH:14][CH2:15][C:16]([O:18][CH2:19][CH3:20])=[O:17])(=[O:13])=[O:12].[CH2:21]=[C:22]([CH2:25]O)[CH2:23]O.C1(P(C2C=CC=CC=2)C2C=CC=CC=2)C=CC=CC=1.CC(OC(/N=N/C(OC(C)C)=O)=O)C. (2) Given the product [F:1][C:2]1[CH:18]=[C:17]([NH2:19])[CH:16]=[CH:15][C:3]=1[O:4][C:5]1[C:10]2=[C:11]([CH3:14])[CH:12]=[CH:13][N:9]2[N:8]=[CH:7][N:6]=1, predict the reactants needed to synthesize it. The reactants are: [F:1][C:2]1[CH:18]=[C:17]([N+:19]([O-])=O)[CH:16]=[CH:15][C:3]=1[O:4][C:5]1[C:10]2=[C:11]([CH3:14])[CH:12]=[CH:13][N:9]2[N:8]=[CH:7][N:6]=1.[Cl-].[NH4+]. (3) Given the product [CH3:17][C:18]([CH3:23])([CH3:22])[CH2:19][CH2:20][NH:21][C:24](=[O:25])[C:2]1[CH:7]=[CH:6][C:5]([S:8]([NH:11][C:12]2[S:13][CH:14]=[CH:15][N:16]=2)(=[O:10])=[O:9])=[CH:4][CH:3]=1, predict the reactants needed to synthesize it. The reactants are: I[C:2]1[CH:7]=[CH:6][C:5]([S:8]([NH:11][C:12]2[S:13][CH:14]=[CH:15][N:16]=2)(=[O:10])=[O:9])=[CH:4][CH:3]=1.[CH3:17][C:18]([CH3:23])([CH3:22])[CH2:19][CH2:20][NH2:21].[C:24](=O)([O-])[O-:25].[Na+].[Na+].O.C(=O)([O-])[O-]. (4) Given the product [CH3:12][C:9]1[CH:10]=[CH:11][C:6]([N:5]=[C:3]([Cl:31])[C:2]([F:14])([F:13])[F:1])=[CH:7][CH:8]=1, predict the reactants needed to synthesize it. The reactants are: [F:1][C:2]([F:14])([F:13])[C:3]([NH:5][C:6]1[CH:11]=[CH:10][C:9]([CH3:12])=[CH:8][CH:7]=1)=O.P([Cl:31])(OC1C=CC=CC=1)(OC1C=CC=CC=1)=O.C(N(CC)CC)C.C(#N)C. (5) Given the product [Br:3][C:4]1[N:5]([CH2:16][CH2:17][CH2:18][CH2:19][CH3:20])[C:6]([CH3:14])=[C:7]([C:9]([O:11][CH2:12][CH3:13])=[O:10])[N:8]=1, predict the reactants needed to synthesize it. The reactants are: [H-].[Na+].[Br:3][C:4]1[NH:5][C:6]([CH3:14])=[C:7]([C:9]([O:11][CH2:12][CH3:13])=[O:10])[N:8]=1.I[CH2:16][CH2:17][CH2:18][CH2:19][CH3:20].